From a dataset of Experimentally validated miRNA-target interactions with 360,000+ pairs, plus equal number of negative samples. Binary Classification. Given a miRNA mature sequence and a target amino acid sequence, predict their likelihood of interaction. (1) Result: 1 (interaction). The miRNA is mmu-miR-24-3p with sequence UGGCUCAGUUCAGCAGGAACAG. The protein sequence of the target gene is MGRKSSKAKEKKQKRLEERAAMDAVCAKVDAANRLGDPLEAFPVFKKYDRNGLNVSIECKRVSGLEPATVDWAFDLTKTNMQTMYEQSEWGWKDREKREEMTDDRAWYLIAWENSSIPVAFSHFRFDVECGDEVLYCYEVQLESKVRRKGLGKFLIQILQLMANSTQMKKVMLTVFKHNHGAYQFFREALQFEIDDSSPSMSGCCGEDCSYEILSRRTKFGDSQHSHTGGHCGGCCH. (2) The miRNA is hsa-miR-15a-5p with sequence UAGCAGCACAUAAUGGUUUGUG. The protein sequence of the target gene is MFARGLKRKCVGHEEDVEGALAGLKTVSSYSLQRQSLLDMSLVKLQLCHMLVEPNLCRSVLIANTVRQIQEEMTQDGTWRTVAPQAAERAPLDRLVSTEILCRAAWGQEGAHPAPGLGDGHTQGPVSDLCPVTSAQAPRHLQSSAWEMDGPRENRGSFHKSLDQIFETLETKNPSCMEELFSDVDSPYYDLDTVLTGMMGGARPGPCEGLEGLAPATPGPSSSCKSDLGELDHVVEILVET. Result: 1 (interaction). (3) The miRNA is hsa-miR-744-3p with sequence CUGUUGCCACUAACCUCAACCU. The protein sequence of the target gene is MADAWEEIRRLAADFQRAQFAEATQRLSERNCIEIVNKLIAQKQLEVVHTLDGKEYITPAQISKEMRDELHVRGGRVNIVDLQQVINVDLIHIENRIGDIIKSEKHVQLVLGQLIDENYLDRLAEEVNDKLQESGQVTISELCKTYDLPGNFLTQALTQRLGRIISGHIDLDNRGVIFTEAFVARHKARIRGLFSAITRPTAVNSLISKYGFQEQLLYSVLEELVNSGRLRGTVVGGRQDKAVFVPDIYSRTQSTWVDSFFRQNGYLEFDALSRLGIPDAVSYIKKRYKTTQLLFLKAAC.... Result: 1 (interaction).